This data is from Full USPTO retrosynthesis dataset with 1.9M reactions from patents (1976-2016). The task is: Predict the reactants needed to synthesize the given product. (1) Given the product [CH2:1]([O:8][C:9]([NH:11][C@H:12]1[CH2:17][CH2:16][CH2:15][N:14]([P:19]([NH:30][CH2:24][CH2:25][CH2:26][CH2:27][CH2:28][CH3:29])([NH:30][CH2:24][CH2:25][CH2:26][CH2:27][CH2:28][CH3:29])=[O:20])[C:13]1=[O:18])=[O:10])[C:2]1[CH:3]=[CH:4][CH:5]=[CH:6][CH:7]=1, predict the reactants needed to synthesize it. The reactants are: [CH2:1]([O:8][C:9]([NH:11][C@H:12]1[CH2:17][CH2:16][CH2:15][NH:14][C:13]1=[O:18])=[O:10])[C:2]1[CH:7]=[CH:6][CH:5]=[CH:4][CH:3]=1.[P:19](Cl)(Cl)(Cl)=[O:20].[CH2:24]([NH2:30])[CH2:25][CH2:26][CH2:27][CH2:28][CH3:29]. (2) Given the product [F:31][C:32]([F:37])([F:36])[C:33]([OH:35])=[O:34].[NH2:23][CH2:22][CH2:21][N:20]1[C:16]2[N:17]=[CH:18][NH:19][C:15]=2[C:12](=[O:14])[NH:13][C:10]1=[S:11], predict the reactants needed to synthesize it. The reactants are: C(N=[C:10]=[S:11])(=O)C1C=CC=CC=1.[C:12]([C:15]1[NH:19][CH:18]=[N:17][C:16]=1[NH:20][CH2:21][CH2:22][NH:23]C(=O)OC(C)(C)C)(=[O:14])[NH2:13].[F:31][C:32]([F:37])([F:36])[C:33]([OH:35])=[O:34].